Task: Predict the product of the given reaction.. Dataset: Forward reaction prediction with 1.9M reactions from USPTO patents (1976-2016) Given the reactants F[C:2]1[CH:3]=[N:4][CH:5]=[CH:6][C:7]=1[N+:8]([O-:10])=[O:9].[NH2:11][C@@H:12]([CH3:15])[CH2:13][OH:14].C(=O)([O-])[O-].[K+].[K+].O, predict the reaction product. The product is: [N+:8]([C:7]1[CH:6]=[CH:5][N:4]=[CH:3][C:2]=1[NH:11][C@@H:12]([CH3:15])[CH2:13][OH:14])([O-:10])=[O:9].